Dataset: Forward reaction prediction with 1.9M reactions from USPTO patents (1976-2016). Task: Predict the product of the given reaction. (1) Given the reactants [C:12]([O:11][C:9](O[C:9]([O:11][C:12]([CH3:15])([CH3:14])[CH3:13])=[O:10])=[O:10])([CH3:15])([CH3:14])[CH3:13].[NH2:16][C:17]1[CH:24]=[CH:23][C:20]([C:21]#[N:22])=[CH:19][CH:18]=1, predict the reaction product. The product is: [C:12]([O:11][C:9]([NH:16][C:17]1[CH:24]=[CH:23][C:20]([C:21]#[N:22])=[CH:19][CH:18]=1)=[O:10])([CH3:13])([CH3:14])[CH3:15]. (2) Given the reactants Br[C:2]1[C:3]([N:23]2[CH2:27][CH2:26][C@H:25]([CH2:28][OH:29])[CH2:24]2)=[N:4][CH:5]=[C:6]([CH:22]=1)[C:7]([NH:9][C:10]1[CH:15]=[CH:14][C:13]([O:16][C:17]([F:20])([F:19])[F:18])=[C:12]([F:21])[CH:11]=1)=[O:8].[F:30][C:31]1[CH:32]=[N:33][CH:34]=[C:35](B2OC(C)(C)C(C)(C)O2)[CH:36]=1, predict the reaction product. The product is: [F:30][C:31]1[CH:36]=[C:35]([C:2]2[C:3]([N:23]3[CH2:27][CH2:26][C@H:25]([CH2:28][OH:29])[CH2:24]3)=[N:4][CH:5]=[C:6]([C:7]([NH:9][C:10]3[CH:15]=[CH:14][C:13]([O:16][C:17]([F:18])([F:19])[F:20])=[C:12]([F:21])[CH:11]=3)=[O:8])[CH:22]=2)[CH:34]=[N:33][CH:32]=1. (3) Given the reactants Br[CH2:2][C:3]1[C:12]2[C:7](=[C:8]([F:13])[CH:9]=[CH:10][CH:11]=2)[N:6]=[C:5]([Cl:14])[CH:4]=1.C(O[K])=[O:16], predict the reaction product. The product is: [Cl:14][C:5]1[CH:4]=[C:3]([CH2:2][OH:16])[C:12]2[C:7](=[C:8]([F:13])[CH:9]=[CH:10][CH:11]=2)[N:6]=1.